From a dataset of Reaction yield outcomes from USPTO patents with 853,638 reactions. Predict the reaction yield, written as a fraction of the theoretical maximum amount of product (1.0 means a 100% yield; for example, 0.34 means a 34% yield). The reactants are I[C:2]1[CH:22]=[CH:21][C:5]2[N:6]([CH3:20])[C:7](=[O:19])[CH2:8][N:9]=[C:10]([C:11]3[CH:12]=[C:13]([CH:16]=[CH:17][CH:18]=3)[C:14]#[N:15])[C:4]=2[CH:3]=1.[O:23]1[CH:27]=[CH:26][CH:25]=[C:24]1B(O)O. No catalyst specified. The product is [O:23]1[CH:27]=[CH:26][CH:25]=[C:24]1[C:2]1[CH:22]=[CH:21][C:5]2[N:6]([CH3:20])[C:7](=[O:19])[CH2:8][N:9]=[C:10]([C:11]3[CH:12]=[C:13]([CH:16]=[CH:17][CH:18]=3)[C:14]#[N:15])[C:4]=2[CH:3]=1. The yield is 0.0800.